This data is from Experimentally validated miRNA-target interactions with 360,000+ pairs, plus equal number of negative samples. The task is: Binary Classification. Given a miRNA mature sequence and a target amino acid sequence, predict their likelihood of interaction. (1) The miRNA is mmu-miR-1950 with sequence UCUGCAUCUAAGGAUAUGGUCA. The protein sequence of the target gene is MAGLELLSDQGYRIDGRRAGELRKIQARMGVFAQADGSAYIEQGNTKALAVVYGPHEIRGSRSRALPDRALVNCQYSSATFSTGERKRRPHGDRKSCEMGLQLRQTFEAAILTQLHPRSQIDIYVQVLQADGGTYAACVNAATLAVMDAGIPMRDFVCACSAGFVDGTALADLSHVEEAAGGPQLALALLPASGQIALLEMDSRLHEDHLEQVLEAAAQAARGVHTLLDLVVRQHVQEASVSLGD. Result: 0 (no interaction). (2) The miRNA is hsa-miR-6870-3p with sequence GCUCAUCCCCAUCUCCUUUCAG. The protein sequence of the target gene is MAAAAAAAAVGDPQPPQPEAPAQGLALDKAATAAHLKAALSRPDNRAGAEELQALLERVLNAERPLAGAAGGEEAAGGGGGGPGEAEEDALEWCKCLLAGGGGYEEFCAAVRAYDPAALCGLVWTANFVAYRCRTCGISPCMSLCAECFHQGDHTGHDFNMFRSQAGGACDCGDSNVMRESGFCRRHQIKSSSNIPCVPKDLLMMSEFVLPRFIFCLIQYLREGYNEPAADAPSEKDLNKVLQLLEPQISFLEDLTKMGGAMRSVLTQVLTNQQNYKDLTAGLGENACAKKSHEKYLIAL.... Result: 0 (no interaction). (3) The miRNA is hsa-miR-500a-3p with sequence AUGCACCUGGGCAAGGAUUCUG. The protein sequence of the target gene is MDGPAIITQVTNPKEDEGRLPGAGEKASQCNVSLKKQRSRSILSSFFCCFRDYNVEAPPPSSPSVLPPLVEENGGLQKGDQRQVIPIPSPPAKYLLPEVTVLDYGKKCVVIDLDETLVHSSFKPISNADFIVPVEIDGTIHQVYVLKRPHVDEFLQRMGQLFECVLFTASLAKYADPVADLLDRWGVFRARLFRESCVFHRGNYVKDLSRLGRELSKVIIVDNSPASYIFHPENAVPVQSWFDDMTDTELLDLIPFFEGLSREDDVYSMLHRLCNR. Result: 1 (interaction). (4) The miRNA is mmu-miR-5135 with sequence AGGUCUAGGUGGCAAGGGCGUCCU. The protein sequence of the target gene is MTLRCLEPSGNGADRTRSQWGTAGLPEEQSPEAARLAKALRELSQTGWYWGSMTVNEAKEKLKEAPEGTFLIRDSSHSDYLLTISVKTSAGPTNLRIEYQDGKFRLDSIICVKSKLKQFDSVVHLIDYYVQMCKDKRTGPEAPRNGTVHLYLTKPLYTSAPTLQHFCRLAINKCTGTIWGLPLPTRLKDYLEEYKFQV. Result: 0 (no interaction).